Predict the reaction yield, written as a fraction of the theoretical maximum amount of product (1.0 means a 100% yield; for example, 0.34 means a 34% yield). From a dataset of Reaction yield outcomes from USPTO patents with 853,638 reactions. (1) The reactants are C(O[CH:5]([CH2:21]N1CCN(C)CC1)[CH2:6][O:7][C:8]1[CH:17]=[C:16]2[C:11]([C:12]([Cl:18])=[N:13][CH:14]=[N:15]2)=[CH:10][C:9]=1[O:19][CH3:20])(=O)C.[Cl:29][C:30]1[CH:36]=[CH:35][C:33]([NH2:34])=[C:32]([F:37])[CH:31]=1. The catalyst is CC(O)C. The product is [ClH:18].[CH2:6]([O:7][C:8]1[CH:17]=[C:16]2[C:11]([C:12]([NH:34][C:33]3[CH:35]=[CH:36][C:30]([Cl:29])=[CH:31][C:32]=3[F:37])=[N:13][CH:14]=[N:15]2)=[CH:10][C:9]=1[O:19][CH3:20])[C:5]1[CH:21]=[CH:10][CH:9]=[CH:8][CH:17]=1. The yield is 0.640. (2) The reactants are C([O-])([O-])=O.[K+].[K+].C(O/[CH:12]=[CH:13]/[C:14]1[C:19]([CH3:20])=[CH:18][N:17]=[C:16]([Cl:21])[N:15]=1)CCC.[I-].[NH2:23][N+:24]1[CH:29]=[CH:28][CH:27]=[CH:26][CH:25]=1.C(Cl)Cl. The catalyst is CN(C=O)C.CCOC(C)=O. The product is [Cl:21][C:16]1[N:15]=[C:14]([C:13]2[CH:12]=[N:23][N:24]3[CH:29]=[CH:28][CH:27]=[CH:26][C:25]=23)[C:19]([CH3:20])=[CH:18][N:17]=1. The yield is 0.300. (3) The yield is 0.510. The catalyst is [C-]#[O+].[C-]#[O+].[C-]#[O+].[C-]#[O+].[C-]#[O+].[C-]#[O+].[Mo].F[B-](F)(F)F.C(P(C(C)(C)C)C(C)(C)C)(C)(C)C. The reactants are [CH2:1]([O:3][C:4]([CH:6]1[CH2:11][N:10]([S:12]([C:15]2[CH:20]=[C:19]([Cl:21])[CH:18]=[CH:17][C:16]=2[O:22][CH3:23])(=[O:14])=[O:13])[C:9]2[CH:24]=[C:25](Br)[CH:26]=[CH:27][C:8]=2[O:7]1)=[O:5])[CH3:2].[NH2:29][C:30]1[CH:35]=[CH:34][CH:33]=[CH:32][CH:31]=1.N12CCCN=C1CCCCC2.[O:47]1CCC[CH2:48]1. The product is [CH2:1]([O:3][C:4]([CH:6]1[CH2:11][N:10]([S:12]([C:15]2[CH:20]=[C:19]([Cl:21])[CH:18]=[CH:17][C:16]=2[O:22][CH3:23])(=[O:14])=[O:13])[C:9]2[CH:24]=[C:25]([C:48](=[O:47])[NH:29][C:30]3[CH:35]=[CH:34][CH:33]=[CH:32][CH:31]=3)[CH:26]=[CH:27][C:8]=2[O:7]1)=[O:5])[CH3:2]. (4) The reactants are [CH2:1]([NH:5][C:6]1[N:11]2[N:12]=[C:13]([C:22]3[CH:27]=[CH:26][C:25]([F:28])=[CH:24][CH:23]=3)[C:14]([C:15]3[CH:20]=[CH:19][N:18]=[C:17]([S-:21])[N:16]=3)=[C:10]2[CH:9]=[CH:8][CH:7]=1)[CH2:2][CH2:3][CH3:4].I[CH3:30].[OH-].[Na+]. The catalyst is O. The product is [CH2:1]([NH:5][C:6]1[N:11]2[N:12]=[C:13]([C:22]3[CH:23]=[CH:24][C:25]([F:28])=[CH:26][CH:27]=3)[C:14]([C:15]3[CH:20]=[CH:19][N:18]=[C:17]([S:21][CH3:30])[N:16]=3)=[C:10]2[CH:9]=[CH:8][CH:7]=1)[CH2:2][CH2:3][CH3:4]. The yield is 0.560. (5) The reactants are [C:1]([O:5][C:6]([CH3:9])([CH3:8])[CH3:7])(=[O:4])[NH:2][NH2:3].Br[C:11]1[CH:12]=[CH:13][C:14]([C:17]([N:19]([CH3:21])[CH3:20])=[O:18])=[N:15][CH:16]=1.CC(C)([O-])C.[Na+].C1(P(C2C=CC=CC=2)C2C3OC4C(=CC=CC=4P(C4C=CC=CC=4)C4C=CC=CC=4)C(C)(C)C=3C=CC=2)C=CC=CC=1. The catalyst is C1(C)C=CC=CC=1.CC([O-])=O.CC([O-])=O.[Pd+2]. The product is [CH3:20][N:19]([CH3:21])[C:17]([C:14]1[N:15]=[CH:16][C:11]([NH:3][NH:2][C:1](=[O:4])[O:5][C:6]([CH3:9])([CH3:8])[CH3:7])=[CH:12][CH:13]=1)=[O:18]. The yield is 0.100. (6) The reactants are [F:1][C:2]1[CH:3]=[C:4]2[C:8](=[CH:9][CH:10]=1)[NH:7][C:6]([C:11]1[O:15][N:14]=[C:13]([CH3:16])[N:12]=1)=[CH:5]2.[C:17]([O:21][C:22]([NH:24][CH2:25][C:26]1[CH:31]=[CH:30][C:29](B(O)O)=[CH:28][CH:27]=1)=[O:23])([CH3:20])([CH3:19])[CH3:18].C(N(CC)C(C)C)(C)C. The catalyst is CN(C)C=O.C([O-])(=O)C.[Cu+2].C([O-])(=O)C. The product is [C:17]([O:21][C:22](=[O:23])[NH:24][CH2:25][C:26]1[CH:27]=[CH:28][C:29]([N:7]2[C:8]3[C:4](=[CH:3][C:2]([F:1])=[CH:10][CH:9]=3)[CH:5]=[C:6]2[C:11]2[O:15][N:14]=[C:13]([CH3:16])[N:12]=2)=[CH:30][CH:31]=1)([CH3:20])([CH3:18])[CH3:19]. The yield is 0.500. (7) The reactants are C([O:3][C:4](=[O:25])[CH2:5][C@H:6]1[C:14]2[C:9](=[CH:10][C:11]([O:15][CH2:16][CH2:17][C:18]3[CH:23]=[CH:22][CH:21]=[C:20](Cl)[N:19]=3)=[CH:12][CH:13]=2)[CH2:8][CH2:7]1)C.C1(C2C=CC=CC=2)C=CC=CC=1.CC(C)([O-])C.[Na+].[CH3:44][NH:45][C:46]1[CH:51]=[CH:50][CH:49]=[CH:48][CH:47]=1.[Li+].[OH-]. The catalyst is C1COCC1.O.CCO.CC([O-])=O.CC([O-])=O.[Pd+2].C1(C)C=CC=CC=1. The product is [CH3:44][N:45]([C:46]1[CH:51]=[CH:50][CH:49]=[CH:48][CH:47]=1)[C:20]1[N:19]=[C:18]([CH2:17][CH2:16][O:15][C:11]2[CH:10]=[C:9]3[C:14](=[CH:13][CH:12]=2)[C@H:6]([CH2:5][C:4]([OH:3])=[O:25])[CH2:7][CH2:8]3)[CH:23]=[CH:22][CH:21]=1. The yield is 0.460. (8) The reactants are Cl[CH2:2][CH2:3][CH2:4]/[C:5](=[N:14]/[S@:15]([C:17]([CH3:20])([CH3:19])[CH3:18])=[O:16])/[C:6]1[CH:11]=[C:10]([F:12])[CH:9]=[CH:8][C:7]=1[F:13].[Li+].[B-](CC)(CC)CC. The catalyst is C1COCC1. The product is [C:17]([S@@:15]([N:14]1[CH2:2][CH2:3][CH2:4][C@@H:5]1[C:6]1[CH:11]=[C:10]([F:12])[CH:9]=[CH:8][C:7]=1[F:13])=[O:16])([CH3:20])([CH3:19])[CH3:18]. The yield is 0.590.